This data is from Forward reaction prediction with 1.9M reactions from USPTO patents (1976-2016). The task is: Predict the product of the given reaction. (1) Given the reactants [CH:1]([O:4][C:5]1[C:12]([CH3:13])=[CH:11][CH:10]=[CH:9][C:6]=1[CH:7]=[O:8])([CH3:3])[CH3:2].[BH4-].[Na+], predict the reaction product. The product is: [CH:1]([O:4][C:5]1[C:12]([CH3:13])=[CH:11][CH:10]=[CH:9][C:6]=1[CH2:7][OH:8])([CH3:3])[CH3:2]. (2) Given the reactants [C:1]1([C:7]2[NH:8][CH:9]=[CH:10][N:11]=2)[CH:6]=[CH:5][CH:4]=[CH:3][CH:2]=1.Br[CH2:13][C:14]([O:16][CH2:17][C:18]1[CH:23]=[CH:22][CH:21]=[CH:20][CH:19]=1)=[O:15].C(=O)([O-])[O-].[K+].[K+], predict the reaction product. The product is: [CH2:17]([O:16][C:14](=[O:15])[CH2:13][N:11]1[CH:10]=[CH:9][N:8]=[C:7]1[C:1]1[CH:2]=[CH:3][CH:4]=[CH:5][CH:6]=1)[C:18]1[CH:23]=[CH:22][CH:21]=[CH:20][CH:19]=1. (3) Given the reactants [OH:1][C@H:2]1[CH2:19][CH2:18][C@@:17]2([CH3:20])[C@@H:4]([CH2:5][CH2:6][C@:7]3([CH3:37])[C@@H:16]2[CH2:15][CH2:14][C@H:13]2[C@@:8]3([CH3:36])[CH2:9][CH2:10][C@@:11]3([C:28]([N:30]4[CH2:35][CH2:34][O:33][CH2:32][CH2:31]4)=[O:29])[CH2:23][CH2:22][C@@H:21]([C:24]4([CH3:27])[CH2:26][CH2:25]4)[C@@H:12]32)[C:3]1([CH3:39])[CH3:38].[CH3:40][C:41]1([CH3:48])[CH2:46][C:45](=[O:47])[O:44][C:42]1=[O:43], predict the reaction product. The product is: [CH3:40][C:41]([CH3:48])([CH2:46][C:45](=[O:47])[O:1][C@H:2]1[CH2:19][CH2:18][C@@:17]2([CH3:20])[C@@H:4]([CH2:5][CH2:6][C@:7]3([CH3:37])[C@@H:16]2[CH2:15][CH2:14][C@H:13]2[C@@:8]3([CH3:36])[CH2:9][CH2:10][C@@:11]3([C:28]([N:30]4[CH2:35][CH2:34][O:33][CH2:32][CH2:31]4)=[O:29])[CH2:23][CH2:22][C@@H:21]([C:24]4([CH3:27])[CH2:26][CH2:25]4)[C@@H:12]32)[C:3]1([CH3:39])[CH3:38])[C:42]([OH:44])=[O:43]. (4) Given the reactants C[O:2][C:3](=[O:36])[C:4]1[CH:9]=[C:8]([O:10][CH3:11])[CH:7]=[CH:6][C:5]=1[NH:12][C:13]1[N:17]([C:18]2[CH:23]=[CH:22][CH:21]=[CH:20][C:19]=2[CH3:24])[N:16]=[C:15]([CH3:25])[C:14]=1[C:26]1[CH:35]=[CH:34][C:33]2[C:28](=[CH:29][CH:30]=[CH:31][CH:32]=2)[CH:27]=1.[OH-].[Na+].Cl, predict the reaction product. The product is: [CH3:11][O:10][C:8]1[CH:7]=[CH:6][C:5]([NH:12][C:13]2[N:17]([C:18]3[CH:23]=[CH:22][CH:21]=[CH:20][C:19]=3[CH3:24])[N:16]=[C:15]([CH3:25])[C:14]=2[C:26]2[CH:35]=[CH:34][C:33]3[C:28](=[CH:29][CH:30]=[CH:31][CH:32]=3)[CH:27]=2)=[C:4]([CH:9]=1)[C:3]([OH:36])=[O:2]. (5) Given the reactants C([Li])CCC.[NH:6]1[C:14]2[C:9](=[CH:10][CH:11]=[CH:12][CH:13]=2)[CH:8]=[CH:7]1.[I:15]CCI.[NH4+].[Cl-], predict the reaction product. The product is: [I:15][C:7]1[NH:6][C:14]2[C:9]([CH:8]=1)=[CH:10][CH:11]=[CH:12][CH:13]=2. (6) The product is: [C:9]([C:3]1[CH:4]=[C:5]([Cl:8])[CH:6]=[CH:7][C:2]=1[NH:1][S:27]([C:24]1[CH:25]=[CH:26][C:21]([C:17]([CH3:20])([CH3:19])[CH3:18])=[CH:22][CH:23]=1)(=[O:29])=[O:28])(=[O:10])[C:11]1[CH:12]=[CH:13][CH:14]=[CH:15][CH:16]=1. Given the reactants [NH2:1][C:2]1[CH:7]=[CH:6][C:5]([Cl:8])=[CH:4][C:3]=1[C:9]([C:11]1[CH:16]=[CH:15][CH:14]=[CH:13][CH:12]=1)=[O:10].[C:17]([C:21]1[CH:26]=[CH:25][C:24]([S:27](Cl)(=[O:29])=[O:28])=[CH:23][CH:22]=1)([CH3:20])([CH3:19])[CH3:18], predict the reaction product. (7) The product is: [N+:1]([C:4]1[CH:17]=[CH:16][C:7]([O:8][C:9]2[CH:14]=[CH:13][N:12]=[C:11]([NH:15][C:26]([N:46]3[CH2:47][CH2:48][CH:43]([CH2:42][N:37]4[CH2:41][CH2:40][CH2:39][CH2:38]4)[CH2:44][CH2:45]3)=[O:27])[CH:10]=2)=[CH:6][CH:5]=1)([O-:3])=[O:2]. Given the reactants [N+:1]([C:4]1[CH:17]=[CH:16][C:7]([O:8][C:9]2[CH:14]=[CH:13][N:12]=[C:11]([NH2:15])[CH:10]=2)=[CH:6][CH:5]=1)([O-:3])=[O:2].C(N(CC)CC)C.Cl[C:26](OC1C=CC=CC=1)=[O:27].Cl.Cl.[N:37]1([CH2:42][CH:43]2[CH2:48][CH2:47][NH:46][CH2:45][CH2:44]2)[CH2:41][CH2:40][CH2:39][CH2:38]1, predict the reaction product.